Dataset: Forward reaction prediction with 1.9M reactions from USPTO patents (1976-2016). Task: Predict the product of the given reaction. (1) Given the reactants C1(C[O:5][C:6]2[CH:14]=[CH:13][C:9]3[O:10][CH2:11][O:12][C:8]=3[C:7]=2[C:15]2[C:16]3[NH:23][CH:22]=[C:21](C(O)=O)[C:17]=3[N:18]=[CH:19][N:20]=2)CC1.CCN([CH:33]([CH3:35])[CH3:34])C(C)C.[NH2:36][C@@H:37]([C:50]([N:52]1[CH2:57][CH2:56][CH:55]([N:58]2[N:67]=[C:66]([C:68]3[CH:73]=[CH:72][C:71]([O:74][CH3:75])=[C:70]([O:76][CH3:77])[CH:69]=3)[C@@H:65]3[C@@H:60]([CH2:61][CH2:62][CH2:63][CH2:64]3)[C:59]2=[O:78])[CH2:54][CH2:53]1)=[O:51])[CH2:38][CH2:39][C:40]([O:42][CH2:43][C:44]1[CH:49]=[CH:48][CH:47]=[CH:46][CH:45]=1)=[O:41].C[CH2:80][O:81]C(C(C#N)=NOC(N1CCOCC1)=[N+](C)C)=O.F[P-](F)(F)(F)(F)F.[C:106](=O)(O)[O-].[Na+], predict the reaction product. The product is: [CH:33]1([CH2:34][O:5][C:6]2[CH:14]=[CH:13][C:9]3[O:10][CH2:11][O:12][C:8]=3[C:7]=2[C:15]2[C:16]3[NH:23][CH:22]=[C:21]([C:80]([NH:36][C@@H:37]([C:50]([N:52]4[CH2:53][CH2:54][CH:55]([N:58]5[N:67]=[C:66]([C:68]6[CH:73]=[CH:72][C:71]([O:74][CH3:75])=[C:70]([O:76][CH3:77])[CH:69]=6)[C@@H:65]6[C@@H:60]([CH2:61][CH2:62][CH2:63][CH2:64]6)[C:59]5=[O:78])[CH2:56][CH2:57]4)=[O:51])[CH2:38][CH2:39][C:40]([O:42][CH2:43][C:44]4[CH:49]=[CH:48][CH:47]=[CH:46][CH:45]=4)=[O:41])=[O:81])[C:17]=3[N:18]=[CH:19][N:20]=2)[CH2:35][CH2:106]1. (2) Given the reactants C([N:3]([CH2:6]C)CC)C.P(N=[N+]=[N-])(=O)(OC1C=CC=CC=1)[O:9]C1C=CC=CC=1.[O:27]1[C:31]2([CH2:36][CH2:35][N:34]([C:37]([N:39]3[CH2:44][CH:43]([C:45]4[CH:50]=[CH:49][C:48]([C:51]([F:54])([F:53])[F:52])=[CH:47][CH:46]=4)[CH2:42][CH:41](C(O)=O)[CH2:40]3)=[O:38])[CH2:33][CH2:32]2)[O:30][CH2:29][CH2:28]1.[C:58]([OH:62])([CH3:61])([CH3:60])[CH3:59], predict the reaction product. The product is: [O:27]1[C:31]2([CH2:32][CH2:33][N:34]([C:37]([N:39]3[CH2:44][CH:43]([C:45]4[CH:50]=[CH:49][C:48]([C:51]([F:54])([F:53])[F:52])=[CH:47][CH:46]=4)[CH2:42][CH:41]([NH:3][C:6](=[O:9])[O:62][C:58]([CH3:61])([CH3:60])[CH3:59])[CH2:40]3)=[O:38])[CH2:35][CH2:36]2)[O:30][CH2:29][CH2:28]1.